This data is from Reaction yield outcomes from USPTO patents with 853,638 reactions. The task is: Predict the reaction yield, written as a fraction of the theoretical maximum amount of product (1.0 means a 100% yield; for example, 0.34 means a 34% yield). (1) The reactants are Cl[C:2]1[C:3]2[CH2:12][O:11][CH2:10][CH2:9][C:4]=2[N:5]=[C:6]([NH2:8])[N:7]=1.[CH2:13]([NH2:18])[CH2:14][CH2:15][CH2:16][CH3:17]. No catalyst specified. The product is [NH2:8][C:6]1[N:7]=[C:2]([NH:18][CH2:13][CH2:14][CH2:15][CH2:16][CH3:17])[C:3]2[CH2:12][O:11][CH2:10][CH2:9][C:4]=2[N:5]=1. The yield is 0.590. (2) The reactants are [NH2:1][C:2]1[C:3]([N+:12]([O-])=O)=[C:4]([S:8][CH2:9][CH2:10][OH:11])[CH:5]=[CH:6][CH:7]=1. The catalyst is CCOC(C)=O.[Pd]. The product is [NH2:12][C:3]1[C:2]([NH2:1])=[CH:7][CH:6]=[CH:5][C:4]=1[S:8][CH2:9][CH2:10][OH:11]. The yield is 0.870. (3) The reactants are [F:1][C:2]1[C:3]2[N:4]([C:14]([SH:17])=[N:15][N:16]=2)[CH:5]=[C:6]([C:8]2[CH:9]=[N:10][N:11]([CH3:13])[CH:12]=2)[CH:7]=1.Br[C:19]1[CH:28]=[CH:27][C:26]2[N:25]=[CH:24][C:23]3[N:29]([CH3:34])[C:30](=[O:33])[CH2:31][O:32][C:22]=3[C:21]=2[CH:20]=1.C1(P(C2C=CC=CC=2)C2C3OC4C(=CC=CC=4P(C4C=CC=CC=4)C4C=CC=CC=4)C(C)(C)C=3C=CC=2)C=CC=CC=1.CC(C)([O-])C.[Na+]. The catalyst is C1C=CC(/C=C/C(/C=C/C2C=CC=CC=2)=O)=CC=1.C1C=CC(/C=C/C(/C=C/C2C=CC=CC=2)=O)=CC=1.C1C=CC(/C=C/C(/C=C/C2C=CC=CC=2)=O)=CC=1.[Pd].[Pd].CN(C)C=O. The product is [F:1][C:2]1[C:3]2[N:4]([C:14]([S:17][C:19]3[CH:28]=[CH:27][C:26]4[N:25]=[CH:24][C:23]5[N:29]([CH3:34])[C:30](=[O:33])[CH2:31][O:32][C:22]=5[C:21]=4[CH:20]=3)=[N:15][N:16]=2)[CH:5]=[C:6]([C:8]2[CH:9]=[N:10][N:11]([CH3:13])[CH:12]=2)[CH:7]=1. The yield is 0.230.